The task is: Predict the reactants needed to synthesize the given product.. This data is from Full USPTO retrosynthesis dataset with 1.9M reactions from patents (1976-2016). (1) Given the product [Br:1][C:2]1[CH:10]=[C:9]([C:11]([F:14])([F:13])[F:12])[CH:8]=[CH:7][C:3]=1/[CH:4]=[CH:33]/[C:32]([NH:34][C:16]1[CH:21]=[C:20]2[C:19](=[CH:18][CH:17]=1)[NH:47][CH:52]=[CH:22]2)=[O:42], predict the reactants needed to synthesize it. The reactants are: [Br:1][C:2]1[CH:10]=[C:9]([C:11]([F:14])([F:13])[F:12])[CH:8]=[CH:7][C:3]=1[C:4](O)=O.Br[C:16]1[CH:21]=[C:20]([C:22](F)(F)F)[CH:19]=[CH:18][C:17]=1C.[Mn]([O-])(=O)(=O)=O.[CH2:32]([N+:34](CC)(CC)CC)[CH3:33].Cl.[OH:42]S([O-])=O.[Na+].[N:47]1[CH:52]=CC=CC=1. (2) Given the product [CH3:47][C:51]1[O:50][C:49]([C:14]2[CH:15]=[CH:16][CH:17]=[CH:18][CH:19]=2)=[CH:48][C:46]=1[CH2:45][O:44][C:42]1[CH:22]=[CH:23][C:24]([CH:27]([C:32]#[C:33][CH3:34])[CH2:28][C:29]([OH:31])=[O:30])=[CH:25][CH:26]=1, predict the reactants needed to synthesize it. The reactants are: [CH:14]1[CH:19]=[CH:18][C:17](P([C:14]2[CH:19]=[CH:18][CH:17]=[CH:16][CH:15]=2)[C:14]2[CH:19]=[CH:18][CH:17]=[CH:16][CH:15]=2)=[CH:16][CH:15]=1.OC1[CH:26]=[CH:25][C:24]([CH:27]([C:32]#[C:33][CH3:34])[CH2:28][C:29]([OH:31])=[O:30])=[CH:23][CH:22]=1.[CH3:46][CH2:45][O:44][C:42](/N=N/[C:42]([O:44][CH2:45][CH3:46])=O)=O.[CH2:47]1[CH2:51][O:50][CH2:49][CH2:48]1. (3) Given the product [F:1][C:2]1[CH:10]=[C:9]([F:11])[CH:8]=[CH:7][C:3]=1[C:4]([CH:16]1[C:17](=[O:19])[O:18][C:13]([CH3:21])([CH3:12])[O:14][C:15]1=[O:20])=[O:6], predict the reactants needed to synthesize it. The reactants are: [F:1][C:2]1[CH:10]=[C:9]([F:11])[CH:8]=[CH:7][C:3]=1[C:4]([OH:6])=O.[CH3:12][C:13]1([CH3:21])[O:18][C:17](=[O:19])[CH2:16][C:15](=[O:20])[O:14]1.CCN=C=NCCCN(C)C.Cl. (4) Given the product [C:1]([C:3]1[C:29]([C:30]#[N:31])=[CH:28][C:6]2[N:7]([CH2:33][CH2:32][CH3:42])[C:8]([C:10]3[CH:11]=[CH:12][C:13]([C:16]#[C:17][Si:18]([CH:25]([CH3:27])[CH3:26])([CH:19]([CH3:20])[CH3:21])[CH:22]([CH3:23])[CH3:24])=[CH:14][CH:15]=3)=[N:9][C:5]=2[CH:4]=1)#[N:2], predict the reactants needed to synthesize it. The reactants are: [C:1]([C:3]1[C:29]([C:30]#[N:31])=[CH:28][C:6]2[N:7]=[C:8]([C:10]3[CH:15]=[CH:14][C:13]([C:16]#[C:17][Si:18]([CH:25]([CH3:27])[CH3:26])([CH:22]([CH3:24])[CH3:23])[CH:19]([CH3:21])[CH3:20])=[CH:12][CH:11]=3)[NH:9][C:5]=2[CH:4]=1)#[N:2].[CH2:32]1[CH2:42]CN2C(=NCCC2)C[CH2:33]1.ICCC. (5) The reactants are: [CH3:1][O:2][C:3]([C:5]1[C:13]2[N:12]=[C:11]([NH2:14])[NH:10][C:9]=2[CH:8]=[CH:7][CH:6]=1)=[O:4].CO[C:17](=O)[C:18]1C=C(C)C=C([N+]([O-])=O)[C:19]=1N. Given the product [CH3:1][O:2][C:3]([C:5]1[C:13]2[N:12]=[C:11]([NH2:14])[NH:10][C:9]=2[CH:8]=[C:7]([CH2:17][CH2:18][CH3:19])[CH:6]=1)=[O:4], predict the reactants needed to synthesize it. (6) Given the product [N:1]1([C:6]2[CH:7]=[C:8]([C:9](=[S:23])[NH2:10])[CH:11]=[CH:12][C:13]=2[O:14][C:15]2[CH:16]=[CH:17][CH:18]=[CH:19][CH:20]=2)[CH:5]=[CH:4][N:3]=[CH:2]1, predict the reactants needed to synthesize it. The reactants are: [N:1]1([C:6]2[CH:7]=[C:8]([CH:11]=[CH:12][C:13]=2[O:14][C:15]2[CH:20]=[CH:19][CH:18]=[CH:17][CH:16]=2)[C:9]#[N:10])[CH:5]=[CH:4][N:3]=[CH:2]1.C(O)(=[S:23])C. (7) Given the product [Br:32][C:12]1[C@H:13]([CH2:15][NH:16][C:17](=[O:23])[O:18][C:19]([CH3:22])([CH3:21])[CH3:20])[O:14][B:4]2[C:5]3[C:6]=1[CH:7]=[CH:8][O:9][CH2:10][C:11]=3[C:2]([CH3:24])([CH3:1])[O:3]2, predict the reactants needed to synthesize it. The reactants are: [CH3:1][C:2]1([CH3:24])[C:11]2[CH2:10][O:9][CH:8]=[CH:7][C:6]3=[CH:12][CH:13]([CH2:15][NH:16][C:17](=[O:23])[O:18][C:19]([CH3:22])([CH3:21])[CH3:20])[O:14][B:4]([C:5]=23)[O:3]1.C1C(=O)N([Br:32])C(=O)C1.